From a dataset of NCI-60 drug combinations with 297,098 pairs across 59 cell lines. Regression. Given two drug SMILES strings and cell line genomic features, predict the synergy score measuring deviation from expected non-interaction effect. (1) Drug 1: COC1=C(C=C2C(=C1)N=CN=C2NC3=CC(=C(C=C3)F)Cl)OCCCN4CCOCC4. Drug 2: N.N.Cl[Pt+2]Cl. Cell line: OVCAR-5. Synergy scores: CSS=41.2, Synergy_ZIP=-4.01, Synergy_Bliss=-0.417, Synergy_Loewe=-13.1, Synergy_HSA=-1.11. (2) Drug 2: COCCOC1=C(C=C2C(=C1)C(=NC=N2)NC3=CC=CC(=C3)C#C)OCCOC. Cell line: SK-OV-3. Drug 1: C1CC(CNC1)C2=CC=C(C=C2)N3C=C4C=CC=C(C4=N3)C(=O)N. Synergy scores: CSS=49.4, Synergy_ZIP=-0.750, Synergy_Bliss=0.0671, Synergy_Loewe=-23.8, Synergy_HSA=3.18. (3) Drug 1: C1CNP(=O)(OC1)N(CCCl)CCCl. Drug 2: C(CN)CNCCSP(=O)(O)O. Cell line: A549. Synergy scores: CSS=2.85, Synergy_ZIP=0.241, Synergy_Bliss=3.04, Synergy_Loewe=0.910, Synergy_HSA=1.26.